From a dataset of Forward reaction prediction with 1.9M reactions from USPTO patents (1976-2016). Predict the product of the given reaction. (1) Given the reactants Cl[C:2]1[CH:7]=[C:6]([O:8][C:9]2[C:14]([F:15])=[CH:13][C:12]([NH:16][C:17]([C:19]3[C:20](=[O:35])[N:21]([C:28]4[CH:33]=[CH:32][C:31]([F:34])=[CH:30][CH:29]=4)[CH:22]=[CH:23][C:24]=3[O:25][CH2:26][CH3:27])=[O:18])=[C:11]([F:36])[CH:10]=2)[CH:5]=[CH:4][N:3]=1.[C:37]([NH2:42])(=[O:41])[CH:38]([CH3:40])[CH3:39].CC1(C)C2C(=C(P(C3C=CC=CC=3)C3C=CC=CC=3)C=CC=2)OC2C(P(C3C=CC=CC=3)C3C=CC=CC=3)=CC=CC1=2.C([O-])([O-])=O.[Cs+].[Cs+], predict the reaction product. The product is: [F:36][C:11]1[CH:10]=[C:9]([O:8][C:6]2[CH:5]=[CH:4][N:3]=[C:2]([NH:42][C:37](=[O:41])[CH:38]([CH3:40])[CH3:39])[CH:7]=2)[C:14]([F:15])=[CH:13][C:12]=1[NH:16][C:17]([C:19]1[C:20](=[O:35])[N:21]([C:28]2[CH:33]=[CH:32][C:31]([F:34])=[CH:30][CH:29]=2)[CH:22]=[CH:23][C:24]=1[O:25][CH2:26][CH3:27])=[O:18]. (2) Given the reactants [F-].C([N+](CCCC)(CCCC)CCCC)CCC.O1CCCC1.[CH3:24][O:25][C:26]1[CH:27]=[CH:28][C:29]2[N:30]([N:36]=[C:37]([C:55]3[CH:60]=[CH:59][CH:58]=[CH:57][CH:56]=3)[C:38]=2[CH2:39][C:40]2[N:45]=[C:44]([C:46]([O:48][CH3:49])=[O:47])[CH:43]=[C:42]([CH2:50][CH2:51][CH2:52][S:53][CH3:54])[CH:41]=2)[C:31]=1[Si](C)(C)C, predict the reaction product. The product is: [CH3:24][O:25][C:26]1[CH:27]=[CH:28][C:29]2[N:30]([N:36]=[C:37]([C:55]3[CH:56]=[CH:57][CH:58]=[CH:59][CH:60]=3)[C:38]=2[CH2:39][C:40]2[N:45]=[C:44]([C:46]([O:48][CH3:49])=[O:47])[CH:43]=[C:42]([CH2:50][CH2:51][CH2:52][S:53][CH3:54])[CH:41]=2)[CH:31]=1. (3) The product is: [CH3:5][C:6]([CH3:23])([CH3:22])[C:7]([NH:9][C:10]1[CH:19]=[C:18]([F:20])[CH:17]=[C:16]([O:21][CH2:3][C:2]#[CH:1])[C:11]=1[C:12]([O:14][CH3:15])=[O:13])=[O:8]. Given the reactants [CH2:1](Br)[C:2]#[CH:3].[CH3:5][C:6]([CH3:23])([CH3:22])[C:7]([NH:9][C:10]1[CH:19]=[C:18]([F:20])[CH:17]=[C:16]([OH:21])[C:11]=1[C:12]([O:14][CH3:15])=[O:13])=[O:8].C(=O)([O-])[O-].[K+].[K+], predict the reaction product. (4) Given the reactants [NH2:1][C:2]1[CH:3]=[C:4]([C:8]#[CH:9])[CH:5]=[CH:6][CH:7]=1.[CH2:10]([N:13]=[C:14]=[O:15])[CH2:11][CH3:12], predict the reaction product. The product is: [C:8]([C:4]1[CH:3]=[C:2]([NH:1][C:14]([NH:13][CH2:10][CH2:11][CH3:12])=[O:15])[CH:7]=[CH:6][CH:5]=1)#[CH:9].